This data is from Catalyst prediction with 721,799 reactions and 888 catalyst types from USPTO. The task is: Predict which catalyst facilitates the given reaction. (1) Reactant: [NH:1]1[C:5]2[CH:6]=[CH:7][CH:8]=[CH:9][C:4]=2[N:3]=[C:2]1[N:10]1[CH:14]=[C:13]([C:15]2[C:19]3=[N:20][CH:21]=[CH:22][CH:23]=[C:18]3[N:17]([CH2:24][CH3:25])[N:16]=2)[CH:12]=[N:11]1.CI.[C:28]([O-])([O-])=O.[Cs+].[Cs+].O. Product: [CH2:24]([N:17]1[C:18]2[C:19](=[N:20][CH:21]=[CH:22][CH:23]=2)[C:15]([C:13]2[CH:12]=[N:11][N:10]([C:2]3[N:1]([CH3:28])[C:5]4[CH:6]=[CH:7][CH:8]=[CH:9][C:4]=4[N:3]=3)[CH:14]=2)=[N:16]1)[CH3:25]. The catalyst class is: 3. (2) Reactant: [CH3:1][O:2][C:3]1[CH:8]=[CH:7][C:6]([C:9]2[CH:14]=[CH:13][C:12]([S:15]([NH:18][C:19]3([C:25]([OH:27])=[O:26])[CH2:24][CH2:23][NH:22][CH2:21][CH2:20]3)(=[O:17])=[O:16])=[CH:11][CH:10]=2)=[CH:5][CH:4]=1.N1[CH:33]=[CH:32][CH:31]=[CH:30][CH:29]=1.[CH:34](=O)[CH2:35][CH:36](C)C.Cl. Product: [CH3:1][O:2][C:3]1[CH:4]=[CH:5][C:6]([C:9]2[CH:10]=[CH:11][C:12]([S:15]([NH:18][C:19]3([C:25]([OH:27])=[O:26])[CH2:20][CH2:21][N:22]([CH2:29][CH2:30][C:31]4[CH:36]=[CH:35][CH:34]=[CH:33][CH:32]=4)[CH2:23][CH2:24]3)(=[O:17])=[O:16])=[CH:13][CH:14]=2)=[CH:7][CH:8]=1. The catalyst class is: 8.